This data is from hERG Central: cardiac toxicity at 1µM, 10µM, and general inhibition. The task is: Predict hERG channel inhibition at various concentrations. (1) The drug is Cc1ccc(-n2c(SCC(=O)NCC3CCCO3)nnc2-c2ccoc2C)cc1. Results: hERG_inhib (hERG inhibition (general)): blocker. (2) The compound is C#Cc1ccc(CN2CCC(C(=O)Nc3ccc(Oc4ccccc4)nc3)CC2)cc1. Results: hERG_inhib (hERG inhibition (general)): blocker. (3) The compound is O=C(Nc1ccc(F)cc1)C(c1ccccc1)N1CCN(CC(=O)N2CCCC2)CC1. Results: hERG_inhib (hERG inhibition (general)): blocker. (4) The molecule is CC(C)c1ccc(/C=C2\SC(=O)N(CC(=O)NCCCn3ccnc3)C2=O)cc1. Results: hERG_inhib (hERG inhibition (general)): blocker. (5) The drug is COc1ccc(CNC(=O)C[C@H]2C(=O)N(CCc3ccccc3)C[C@@H]2Cc2ccccc2)cc1. Results: hERG_inhib (hERG inhibition (general)): blocker. (6) The drug is COc1ccccc1C(=O)O/N=C(/c1ccncc1)c1ccc([N+](=O)[O-])cc1. Results: hERG_inhib (hERG inhibition (general)): blocker. (7) The molecule is CCOc1ccc(C(=O)CCC(=O)N(CC)CC(=O)NCc2ccc(Cl)cc2)cc1. Results: hERG_inhib (hERG inhibition (general)): blocker. (8) The drug is CCN(CC)CCn1c(=S)[nH]c2cc(C(=O)NCc3ccccc3Cl)ccc2c1=O. Results: hERG_inhib (hERG inhibition (general)): blocker. (9) The molecule is Cc1nc(N2CCN(c3ccccn3)CC2)c2c(C)c(C(=O)Nc3ccccc3F)sc2n1. Results: hERG_inhib (hERG inhibition (general)): blocker. (10) The compound is N#CC1(NC(=O)COC(=O)c2cc([N+](=O)[O-])ccc2N2CCOCC2)CCCCC1. Results: hERG_inhib (hERG inhibition (general)): blocker.